From a dataset of hERG channel blocking data for cardiac toxicity assessment. Regression/Classification. Given a drug SMILES string, predict its toxicity properties. Task type varies by dataset: regression for continuous values (e.g., LD50, hERG inhibition percentage) or binary classification for toxic/non-toxic outcomes (e.g., AMES mutagenicity, cardiotoxicity, hepatotoxicity). Dataset: herg. (1) The drug is Fc1ccc(Cn2c(NC3CC[NH2+]CC3)nc3ccccc32)cc1. The result is 1 (blocker). (2) The molecule is O=C1CC2(CCCC2)CC(=O)N1CCCCN1CCN(c2ncccn2)CC1. The result is 1 (blocker). (3) The molecule is O=C1N=c2ccccc2=[N+]1C1CC[NH+](CCCC(c2ccc(F)cc2)c2ccc(F)cc2)CC1. The result is 1 (blocker). (4) The compound is CC[C@H]1OC(=O)[C@@H](C)[C@@H](O[C@H]2C[C@@](C)(OC)[C@@H](O)[C@H](C)O2)[C@H](C)[C@@H](O[C@@H]2O[C@H](C)C[C@H]([NH+](C)C)[C@@H]2O)[C@](C)(O)C[C@@H](C)/C(=N/OCOCCOC)[C@H](C)[C@@H](O)[C@]1(C)O. The result is 1 (blocker). (5) The compound is CCC1(c2ccccc2)C(=O)NCNC1=O. The result is 0 (non-blocker).